Predict the reaction yield, written as a fraction of the theoretical maximum amount of product (1.0 means a 100% yield; for example, 0.34 means a 34% yield). From a dataset of Reaction yield outcomes from USPTO patents with 853,638 reactions. (1) The reactants are [NH2:1][CH2:2][CH2:3][N:4]1[C:12]2[CH2:11][CH2:10][CH2:9][CH2:8][C:7]=2[CH:6]=[C:5]1[C:13]([O:15]CC)=O.[C:18]([O:21][CH2:22][C:23]1[C:28]([Br:29])=[CH:27][C:26]([F:30])=[CH:25][C:24]=1Br)(=[O:20])[CH3:19].CC1(C)C2C(=C(P(C3C=CC=CC=3)C3C=CC=CC=3)C=CC=2)OC2C(P(C3C=CC=CC=3)C3C=CC=CC=3)=CC=CC1=2.C([O-])([O-])=O.[Cs+].[Cs+]. The catalyst is C1C=CC(/C=C/C(/C=C/C2C=CC=CC=2)=O)=CC=1.C1C=CC(/C=C/C(/C=C/C2C=CC=CC=2)=O)=CC=1.C1C=CC(/C=C/C(/C=C/C2C=CC=CC=2)=O)=CC=1.[Pd].[Pd].O1CCOCC1. The product is [C:18]([O:21][CH2:22][C:23]1[C:24]([N:1]2[CH2:2][CH2:3][N:4]3[C:12]4[CH2:11][CH2:10][CH2:9][CH2:8][C:7]=4[CH:6]=[C:5]3[C:13]2=[O:15])=[CH:25][C:26]([F:30])=[CH:27][C:28]=1[Br:29])(=[O:20])[CH3:19]. The yield is 0.600. (2) The reactants are [CH3:1][O:2][C:3]1[CH:4]=[C:5]2[C:10](=[CH:11][C:12]=1[O:13][CH3:14])[N:9]=[CH:8][CH:7]=[C:6]2[O:15][C:16]1[CH:21]=[CH:20][C:19]([NH:22][C:23]([C:25]2([C:28]([OH:30])=O)[CH2:27][CH2:26]2)=[O:24])=[CH:18][CH:17]=1.[F:31][C:32]1[CH:39]=[CH:38][C:35]([CH2:36][NH2:37])=[CH:34][CH:33]=1.CCN(C(C)C)C(C)C.CN(C(ON1N=NC2C=CC=NC1=2)=[N+](C)C)C.F[P-](F)(F)(F)(F)F. The catalyst is CC(N(C)C)=O.O. The product is [CH3:1][O:2][C:3]1[CH:4]=[C:5]2[C:10](=[CH:11][C:12]=1[O:13][CH3:14])[N:9]=[CH:8][CH:7]=[C:6]2[O:15][C:16]1[CH:17]=[CH:18][C:19]([NH:22][C:23]([C:25]2([C:28]([NH:37][CH2:36][C:35]3[CH:38]=[CH:39][C:32]([F:31])=[CH:33][CH:34]=3)=[O:30])[CH2:27][CH2:26]2)=[O:24])=[CH:20][CH:21]=1. The yield is 0.350. (3) The product is [F:1][C:2]1[CH:31]=[CH:30][C:5]([CH2:6][NH:7][C:8]([C:10]2[N:11]=[C:12]3[N:27]([CH3:28])[C:26](=[O:29])[CH2:25][N:13]3[C:14](=[O:24])[C:15]=2[OH:16])=[O:9])=[C:4]([C:32](=[O:35])[NH:33][CH3:34])[CH:3]=1. The reactants are [F:1][C:2]1[CH:31]=[CH:30][C:5]([CH2:6][NH:7][C:8]([C:10]2[N:11]=[C:12]3[N:27]([CH3:28])[C:26](=[O:29])[CH2:25][N:13]3[C:14](=[O:24])[C:15]=2[O:16]CC2C=CC=CC=2)=[O:9])=[C:4]([C:32](=[O:35])[NH:33][CH3:34])[CH:3]=1. The yield is 0.780. The catalyst is FC(F)(F)C(O)=O. (4) The reactants are [C:1]([C:3]1[C:4]([CH2:18][C:19]2[CH:28]=[C:27]3[C:22]([CH:23]=[CH:24][N:25]=[CH:26]3)=[CH:21][CH:20]=2)=[C:5]([C:14]([O:16]C)=[O:15])[S:6][C:7]=1[N:8]1[CH2:13][CH2:12][O:11][CH2:10][CH2:9]1)#[N:2].O1CCCC1.[OH-].[Na+].O.CO.C(O)(=O)C. No catalyst specified. The product is [C:1]([C:3]1[C:4]([CH2:18][C:19]2[CH:28]=[C:27]3[C:22]([CH:23]=[CH:24][N:25]=[CH:26]3)=[CH:21][CH:20]=2)=[C:5]([C:14]([OH:16])=[O:15])[S:6][C:7]=1[N:8]1[CH2:9][CH2:10][O:11][CH2:12][CH2:13]1)#[N:2]. The yield is 0.603.